Dataset: Catalyst prediction with 721,799 reactions and 888 catalyst types from USPTO. Task: Predict which catalyst facilitates the given reaction. (1) Reactant: [Br:1][C:2]1[CH:9]=[C:6]([CH:7]=[O:8])[C:5]([OH:10])=[CH:4][CH:3]=1.[O:11]1[CH2:16][CH2:15][CH:14](OS(C)(=O)=O)[CH2:13][CH2:12]1.C([O-])([O-])=O.[K+].[K+]. Product: [Br:1][C:2]1[CH:3]=[CH:4][C:5]([O:10][CH:14]2[CH2:15][CH2:16][O:11][CH2:12][CH2:13]2)=[C:6]([CH:9]=1)[CH:7]=[O:8]. The catalyst class is: 9. (2) Reactant: [CH:1]1([N:6]2[C:13](=[O:14])[CH2:12][CH2:11][C@H:7]2[C:8]([OH:10])=O)[CH2:5][CH2:4][CH2:3][CH2:2]1.Cl.CN(C)CCCN=C=NCC.ON1C2C=CC=CC=2N=N1.C(N1CCOCC1)C.[Cl:45][C:46]1[CH:51]=[C:50]([F:52])[CH:49]=[CH:48][C:47]=1[CH2:53][NH2:54].C(=O)([O-])O.[Na+]. Product: [Cl:45][C:46]1[CH:51]=[C:50]([F:52])[CH:49]=[CH:48][C:47]=1[CH2:53][NH:54][C:8](=[O:10])[C@@H:7]1[CH2:11][CH2:12][C:13](=[O:14])[N:6]1[CH:1]1[CH2:2][CH2:3][CH2:4][CH2:5]1. The catalyst class is: 120. (3) Reactant: [O:1]1[CH:5]=[CH:4][CH:3]=[C:2]1[C:6]1[C:11]([I:12])=[C:10]([S:13]([CH3:15])=O)[N:9]=[C:8]([NH2:16])[N:7]=1.SC[CH2:19][C:20]1[CH:25]=[CH:24][CH:23]=[CH:22][N:21]=1.C1CCN2C(=NCCC2)CC1. The catalyst class is: 12. Product: [O:1]1[CH:5]=[CH:4][CH:3]=[C:2]1[C:6]1[C:11]([I:12])=[C:10]([S:13][CH2:15][CH2:19][C:20]2[CH:25]=[CH:24][CH:23]=[CH:22][N:21]=2)[N:9]=[C:8]([NH2:16])[N:7]=1. (4) The catalyst class is: 4. Product: [CH3:61][C:58]1[N:5]=[C:6]([NH:9][C:10](=[O:30])[C@@H:11]([N:16]2[CH2:20][C:19]([O:21][C:22]3[CH:27]=[CH:26][CH:25]=[CH:24][C:23]=3[Cl:28])=[CH:18][C:17]2=[O:29])[CH2:12][CH:13]([CH3:15])[CH3:14])[S:60][N:59]=1. Reactant: OC(C)(C)CN1C=C[C:6]([NH:9][C:10](=[O:30])[C@@H:11]([N:16]2[CH2:20][C:19]([O:21][C:22]3[CH:27]=[CH:26][CH:25]=[CH:24][C:23]=3[Cl:28])=[CH:18][C:17]2=[O:29])[CH2:12][CH:13]([CH3:15])[CH3:14])=[N:5]1.Cl.CN(C)CCCN=C=NCC.ON1C2C=CC=CC=2N=N1.NC1[S:60][N:59]=[C:58]([CH3:61])N=1.